Predict the reaction yield, written as a fraction of the theoretical maximum amount of product (1.0 means a 100% yield; for example, 0.34 means a 34% yield). From a dataset of Reaction yield outcomes from USPTO patents with 853,638 reactions. The reactants are [NH2:1][C:2]([CH3:53])([CH3:52])[CH2:3][CH2:4][CH2:5][O:6][C:7]1[CH:8]=[C:9]2[C:13](=[CH:14][CH:15]=1)[N:12]([CH3:16])[N:11]=[C:10]2[C:17]1[N:22]=[C:21]2[C:23]([C:45]([NH:47][C:48]([CH3:51])([CH3:50])[CH3:49])=[O:46])=[CH:24][N:25](C(C3C=CC=CC=3)(C3C=CC=CC=3)C3C=CC=CC=3)[C:20]2=[N:19][CH:18]=1.[F:54][C:55]([F:60])([F:59])[C:56]([OH:58])=[O:57]. The catalyst is ClCCl. The product is [F:54][C:55]([F:60])([F:59])[C:56]([OH:58])=[O:57].[NH2:1][C:2]([CH3:53])([CH3:52])[CH2:3][CH2:4][CH2:5][O:6][C:7]1[CH:8]=[C:9]2[C:13](=[CH:14][CH:15]=1)[N:12]([CH3:16])[N:11]=[C:10]2[C:17]1[N:22]=[C:21]2[C:23]([C:45]([NH:47][C:48]([CH3:51])([CH3:50])[CH3:49])=[O:46])=[CH:24][NH:25][C:20]2=[N:19][CH:18]=1. The yield is 0.130.